From a dataset of Full USPTO retrosynthesis dataset with 1.9M reactions from patents (1976-2016). Predict the reactants needed to synthesize the given product. (1) Given the product [OH:29][C@@H:27]([CH3:28])[CH2:26][NH:25][C:4]1[N:3]=[C:2]([C:32]2[CH:31]=[N:30][CH:35]=[CH:34][CH:33]=2)[N:7]=[C:6]([C:8]2[C:9]([C:16]3[CH:21]=[C:20]([CH3:22])[CH:19]=[C:18]([O:23][CH3:24])[CH:17]=3)=[N:10][N:11]([CH2:13][C:14]#[N:15])[CH:12]=2)[CH:5]=1, predict the reactants needed to synthesize it. The reactants are: Cl[C:2]1[N:7]=[C:6]([C:8]2[C:9]([C:16]3[CH:21]=[C:20]([CH3:22])[CH:19]=[C:18]([O:23][CH3:24])[CH:17]=3)=[N:10][N:11]([CH2:13][C:14]#[N:15])[CH:12]=2)[CH:5]=[C:4]([NH:25][CH2:26][C@@H:27]([OH:29])[CH3:28])[N:3]=1.[N:30]1[CH:35]=[CH:34][CH:33]=[C:32](B(O)O)[CH:31]=1.C(=O)([O-])[O-].[K+].[K+]. (2) Given the product [Br:22][C:18]1[N:19]([CH2:6][O:5][CH2:4][CH2:3][Si:2]([CH3:9])([CH3:8])[CH3:1])[C:20]([Br:21])=[C:16]([C:14]([O:13][CH3:12])=[O:15])[N:17]=1, predict the reactants needed to synthesize it. The reactants are: [CH3:1][Si:2]([CH3:9])([CH3:8])[CH2:3][CH2:4][O:5][CH2:6]Cl.[H-].[Na+].[CH3:12][O:13][C:14]([C:16]1[N:17]=[C:18]([Br:22])[NH:19][C:20]=1[Br:21])=[O:15]. (3) Given the product [CH3:16][C:15]([O:14][C:12](=[O:13])[NH:1][CH2:2][CH2:3][CH:4]([OH:5])[C:6]1[CH:11]=[CH:10][CH:9]=[CH:8][CH:7]=1)([CH3:18])[CH3:17], predict the reactants needed to synthesize it. The reactants are: [NH2:1][CH2:2][CH2:3][CH:4]([C:6]1[CH:11]=[CH:10][CH:9]=[CH:8][CH:7]=1)[OH:5].[C:12](O[C:12]([O:14][C:15]([CH3:18])([CH3:17])[CH3:16])=[O:13])([O:14][C:15]([CH3:18])([CH3:17])[CH3:16])=[O:13].C(N(CC)CC)C. (4) Given the product [CH3:17][O:16][P:15]([CH2:10][NH:9][S:6]([C:2]1[S:1][CH:5]=[CH:4][CH:3]=1)(=[O:8])=[O:7])(=[O:20])[O:18][CH3:19], predict the reactants needed to synthesize it. The reactants are: [S:1]1[CH:5]=[CH:4][CH:3]=[C:2]1[S:6]([NH2:9])(=[O:8])=[O:7].[CH3:10][O-].[Na+].C=O.[P:15]([O:20]C)([O:18][CH3:19])[O:16][CH3:17]. (5) Given the product [C:30]([C@H:18]1[CH2:19][CH2:20][C@@:21]2([CH3:22])[C@@H:16]([CH2:15][CH2:14][C:13]3[C:12]4[C@:26]([CH3:27])([CH2:25][CH2:24][C:23]=32)[C@@H:9]([C@H:7]([CH3:8])[CH2:6][CH2:5][CH2:4][CH:2]([CH3:1])[CH3:3])[CH2:10][CH:11]=4)[CH2:17]1)(=[O:37])[C:31]1[CH:36]=[CH:35][N:34]=[CH:33][CH:32]=1, predict the reactants needed to synthesize it. The reactants are: [CH3:1][CH:2]([CH2:4][CH2:5][CH2:6][C@H:7]([C@@H:9]1[C@:26]2([CH3:27])[C:12]([C:13]3[CH2:14][CH2:15][C@@H:16]4[C@:21]([C:23]=3[CH2:24][CH2:25]2)([CH3:22])[CH2:20][CH2:19][C@H:18](O)[CH2:17]4)=[CH:11][CH2:10]1)[CH3:8])[CH3:3].Cl.[C:30](Cl)(=[O:37])[C:31]1[CH:36]=[CH:35][N:34]=[CH:33][CH:32]=1. (6) Given the product [F:67][C:66]([F:69])([F:68])[C:64]([OH:70])=[O:65].[O:25]([C:27]1[CH:28]=[C:29]([CH2:33][C:34]([NH:1][C:2]2[CH:3]=[C:4]([C:9]3[N:13]4[CH:14]=[CH:15][CH:16]=[CH:17][C:12]4=[N:11][C:10]=3[NH:18][C:19]3[CH:23]=[CH:22][N:21]([CH3:24])[N:20]=3)[N:5]=[C:6]([CH3:8])[N:7]=2)=[O:35])[CH:30]=[CH:31][CH:32]=1)[CH3:26], predict the reactants needed to synthesize it. The reactants are: [NH2:1][C:2]1[N:7]=[C:6]([CH3:8])[N:5]=[C:4]([C:9]2[N:13]3[CH:14]=[CH:15][CH:16]=[CH:17][C:12]3=[N:11][C:10]=2[NH:18][C:19]2[CH:23]=[CH:22][N:21]([CH3:24])[N:20]=2)[CH:3]=1.[O:25]([C:27]1[CH:28]=[C:29]([CH2:33][C:34](O)=[O:35])[CH:30]=[CH:31][CH:32]=1)[CH3:26].C(N(C(C)C)CC)(C)C.CCCP1(OP(CCC)(=O)OP(CCC)(=O)O1)=O.[C:64]([OH:70])([C:66]([F:69])([F:68])[F:67])=[O:65].